Predict the product of the given reaction. From a dataset of Forward reaction prediction with 1.9M reactions from USPTO patents (1976-2016). (1) Given the reactants C(NC(C)C)(C)C.[Li]CCCC.[Br:13][C:14]1[CH:19]=[CH:18][C:17]([F:20])=[CH:16][CH:15]=1.[CH:21](OC)=[O:22], predict the reaction product. The product is: [Br:13][C:14]1[CH:19]=[CH:18][C:17]([F:20])=[C:16]([CH:15]=1)[CH:21]=[O:22]. (2) The product is: [C:7]1([C:6]2([C:13]3[CH:14]=[CH:15][CH:16]=[CH:17][CH:18]=3)[CH2:5][CH2:4][N:3]([CH2:19][C:20]3[O:21][N:56]=[C:49]([C:50]4[CH:55]=[CH:54][N:53]=[CH:52][CH:51]=4)[N:48]=3)[C:2]2=[O:1])[CH:8]=[CH:9][CH:10]=[CH:11][CH:12]=1. Given the reactants [O:1]=[C:2]1[C:6]([C:13]2[CH:18]=[CH:17][CH:16]=[CH:15][CH:14]=2)([C:7]2[CH:12]=[CH:11][CH:10]=[CH:9][CH:8]=2)[CH2:5][CH2:4][N:3]1[CH2:19][C:20](O)=[O:21].FC1C=CC(C2(C3C=CC(F)=CC=3)CCN(CC(O)=O)C2=O)=CC=1.O[NH:48]/[C:49](=[N:56]\[H])/[C:50]1[CH:55]=[CH:54][N:53]=[CH:52][CH:51]=1.ON/C(=N\[H])/C1C=CC(C(F)(F)F)=CC=1, predict the reaction product. (3) Given the reactants [NH2:1][C:2]1[C:11]2[C:6](=[CH:7][CH:8]=[C:9]([C:12]([NH:14]C3C=CC(CN)=CC=3)=[O:13])[CH:10]=2)[N:5]=[C:4]([CH3:23])[CH:3]=1.[Cl:24][C:25]1[N:33]=[CH:32][CH:31]=[CH:30][C:26]=1C(O)=O.C(N(CC)CC)C.[CH:49]1[CH:54]=[CH:53][C:52](P(N=[N+]=[N-])([C:49]2[CH:50]=[CH:51][CH:52]=[CH:53][CH:54]=2)=O)=[CH:51][CH:50]=1.[CH3:58][N:59]([CH:61]=[O:62])C, predict the reaction product. The product is: [NH2:1][C:2]1[C:11]2[C:6](=[CH:7][CH:8]=[C:9]([C:12]([NH:14][C:49]3[CH:50]=[CH:51][C:52]([CH2:58][NH:59][C:61]([C:31]4[CH:32]=[N:33][C:25]([Cl:24])=[CH:26][CH:30]=4)=[O:62])=[CH:53][CH:54]=3)=[O:13])[CH:10]=2)[N:5]=[C:4]([CH3:23])[CH:3]=1. (4) Given the reactants [Br:1][C:2]1[CH:3]=[C:4]2[CH:11]=[CH:10][NH:9][C:5]2=[C:6]([Cl:8])[N:7]=1.[H-].[Na+].I[CH3:15], predict the reaction product. The product is: [Br:1][C:2]1[CH:3]=[C:4]2[CH:11]=[CH:10][N:9]([CH3:15])[C:5]2=[C:6]([Cl:8])[N:7]=1. (5) Given the reactants CC(OI1(OC(C)=O)(OC(C)=O)OC(=O)C2C=CC=CC1=2)=O.C([O-])(O)=O.[Na+].[I:28]/[CH:29]=[CH:30]/[CH2:31][CH2:32][CH2:33][OH:34].[CH3:35][O:36][C:37]1[C@@H:38]([CH:45]([CH3:47])[CH3:46])[N:39]=[C:40]([O:43][CH3:44])[CH2:41][N:42]=1.[Li]CCCC.P([O-])([O-])([O-])=O, predict the reaction product. The product is: [I:28][CH:29]=[CH:30][CH2:31][CH2:32][CH:33]([C@H:41]1[C:40]([O:43][CH3:44])=[N:39][C@H:38]([CH:45]([CH3:47])[CH3:46])[C:37]([O:36][CH3:35])=[N:42]1)[OH:34]. (6) Given the reactants C(N(CC)CC)C.[CH3:8][O:9][C:10]1[CH:15]=[CH:14][C:13]([OH:16])=[CH:12][CH:11]=1.[P:17](Cl)([Cl:20])([Cl:19])=[O:18], predict the reaction product. The product is: [P:17]([Cl:20])([Cl:19])(=[O:18])[O:16][C:13]1[CH:14]=[CH:15][C:10]([O:9][CH3:8])=[CH:11][CH:12]=1.